This data is from Retrosynthesis with 50K atom-mapped reactions and 10 reaction types from USPTO. The task is: Predict the reactants needed to synthesize the given product. (1) Given the product Cc1cccc(NC(=O)N(C)c2nc(-c3ccccc3)c(-c3ccc(=O)n(C(C)C)n3)s2)c1, predict the reactants needed to synthesize it. The reactants are: CNc1nc(-c2ccccc2)c(-c2ccc(=O)n(C(C)C)n2)s1.Cc1cccc(N=C=O)c1. (2) Given the product Oc1ccc2nc(-n3ccnc3)nc(NCc3ccccc3)c2c1, predict the reactants needed to synthesize it. The reactants are: COc1ccc2nc(-n3ccnc3)nc(NCc3ccccc3)c2c1.